From a dataset of Catalyst prediction with 721,799 reactions and 888 catalyst types from USPTO. Predict which catalyst facilitates the given reaction. (1) Reactant: [CH2:1]([O:8][C:9]1[CH:10]=[C:11]([NH2:28])[C:12]([NH:15][CH2:16][C:17]2[CH:27]=[CH:26][C:20]3[N:21]=[C:22]([S:24][CH3:25])[S:23][C:19]=3[CH:18]=2)=[CH:13][CH:14]=1)[C:2]1[CH:7]=[CH:6][CH:5]=[CH:4][CH:3]=1.[CH2:29](OC(OCC)OCC)C. Product: [CH2:1]([O:8][C:9]1[CH:14]=[CH:13][C:12]2[N:15]([CH2:16][C:17]3[CH:27]=[CH:26][C:20]4[N:21]=[C:22]([S:24][CH3:25])[S:23][C:19]=4[CH:18]=3)[CH:29]=[N:28][C:11]=2[CH:10]=1)[C:2]1[CH:3]=[CH:4][CH:5]=[CH:6][CH:7]=1. The catalyst class is: 106. (2) Reactant: O[C:2]1([C:12]2[CH:17]=[CH:16][CH:15]=[CH:14][C:13]=2[NH:18][C:19](=[O:24])[C:20]([CH3:23])([CH3:22])[CH3:21])[CH2:7][C:6]([CH3:9])([CH3:8])[CH2:5][C:4]([CH3:11])([CH3:10])[CH2:3]1.C1(C)C=CC(S([O-])(=O)=O)=CC=1.[NH+]1C=CC=CC=1. Product: [CH3:10][C:4]1([CH3:11])[CH2:5][C:6]([CH3:8])([CH3:9])[CH2:7][C:2]([C:12]2[CH:17]=[CH:16][CH:15]=[CH:14][C:13]=2[NH:18][C:19](=[O:24])[C:20]([CH3:23])([CH3:22])[CH3:21])=[CH:3]1. The catalyst class is: 11. (3) The catalyst class is: 16. Reactant: [Cl:1][C:2]1[CH:3]=[CH:4][C:5]([O:11][C:12]([F:15])([F:14])[F:13])=[C:6]2[C:10]=1[NH:9][CH:8]=[CH:7]2.[OH-].[K+].[CH3:18][O:19][CH2:20][CH2:21]Br. Product: [Cl:1][C:2]1[CH:3]=[CH:4][C:5]([O:11][C:12]([F:15])([F:13])[F:14])=[C:6]2[C:10]=1[N:9]([CH2:21][CH2:20][O:19][CH3:18])[CH:8]=[CH:7]2.